Dataset: Catalyst prediction with 721,799 reactions and 888 catalyst types from USPTO. Task: Predict which catalyst facilitates the given reaction. Reactant: [OH:1][CH2:2][CH2:3][NH:4][CH2:5][CH2:6][OH:7].[CH2:8](Br)[C:9]1[CH:14]=[CH:13][CH:12]=[CH:11][CH:10]=1.C(=O)([O-])[O-].[K+].[K+].O. Product: [OH:1][CH2:2][CH2:3][N:4]([CH2:5][CH2:6][OH:7])[CH2:8][C:9]1[CH:14]=[CH:13][CH:12]=[CH:11][CH:10]=1. The catalyst class is: 9.